Dataset: Reaction yield outcomes from USPTO patents with 853,638 reactions. Task: Predict the reaction yield, written as a fraction of the theoretical maximum amount of product (1.0 means a 100% yield; for example, 0.34 means a 34% yield). (1) The reactants are [O:1]1[CH2:6][CH2:5][CH2:4][CH2:3][CH:2]1[O:7][CH2:8][CH2:9][OH:10].[H-].[Na+].[Br:13][C:14]1[CH:15]=[C:16]([N:21]2[CH2:26][CH2:25][O:24][CH2:23][CH2:22]2)[C:17](F)=[N:18][CH:19]=1. The catalyst is O1CCOCC1.CCOC(C)=O.CCCCCCC. The product is [Br:13][C:14]1[CH:15]=[C:16]([N:21]2[CH2:26][CH2:25][O:24][CH2:23][CH2:22]2)[C:17]([O:10][CH2:9][CH2:8][O:7][CH:2]2[CH2:3][CH2:4][CH2:5][CH2:6][O:1]2)=[N:18][CH:19]=1. The yield is 0.860. (2) The reactants are C([NH:4][C:5]1[CH:10]=[C:9]([C:11]2[CH:16]=[C:15]([F:17])[C:14]([Br:18])=[CH:13][C:12]=2[F:19])[N:8]=[C:7]([C:20]([O:22][CH3:23])=[O:21])[C:6]=1[Cl:24])(=O)C.C(Cl)(=O)C.C([O-])(O)=O.[Na+]. The catalyst is CO.C1COCC1. The product is [NH2:4][C:5]1[CH:10]=[C:9]([C:11]2[CH:16]=[C:15]([F:17])[C:14]([Br:18])=[CH:13][C:12]=2[F:19])[N:8]=[C:7]([C:20]([O:22][CH3:23])=[O:21])[C:6]=1[Cl:24]. The yield is 0.950.